Dataset: Catalyst prediction with 721,799 reactions and 888 catalyst types from USPTO. Task: Predict which catalyst facilitates the given reaction. Reactant: [NH:1]1[C:9]2[C:4](=[CH:5][CH:6]=[CH:7][CH:8]=2)[CH:3]=[CH:2]1.[CH3:10][C:11]1([CH3:19])[O:16][C:15](=[O:17])[CH2:14][C:13](=[O:18])[O:12]1.[CH:20](=O)[C:21]1[CH:26]=[CH:25][CH:24]=[CH:23][CH:22]=1.N1CCCC1C(O)=O. Product: [NH:1]1[C:9]2[C:4](=[CH:5][CH:6]=[CH:7][CH:8]=2)[C:3]([CH:20]([C:21]2[CH:26]=[CH:25][CH:24]=[CH:23][CH:22]=2)[CH:14]2[C:15](=[O:17])[O:16][C:11]([CH3:19])([CH3:10])[O:12][C:13]2=[O:18])=[CH:2]1. The catalyst class is: 10.